Predict the reactants needed to synthesize the given product. From a dataset of Full USPTO retrosynthesis dataset with 1.9M reactions from patents (1976-2016). (1) Given the product [O:7]1[C:8]2[CH:16]=[CH:15][CH:14]=[CH:13][C:9]=2[C:10]([CH:11]=[O:12])=[C:6]1[CH:2]=[O:1], predict the reactants needed to synthesize it. The reactants are: [O:1]1CCO[CH:2]1[C:6]1[O:7][C:8]2[CH:16]=[CH:15][CH:14]=[CH:13][C:9]=2[C:10]=1[CH:11]=[O:12].C(O)=O. (2) Given the product [C:11]1([C:9]2[N:10]=[C:5]([NH2:17])[N:6]=[N:7][CH:8]=2)[CH:16]=[CH:15][CH:14]=[CH:13][CH:12]=1, predict the reactants needed to synthesize it. The reactants are: CS([C:5]1[N:6]=[N:7][CH:8]=[C:9]([C:11]2[CH:16]=[CH:15][CH:14]=[CH:13][CH:12]=2)[N:10]=1)(=O)=O.[NH3:17].C1COCC1. (3) Given the product [OH:10][C:11]1[C:12]([CH3:17])=[N:13][CH:14]=[CH:15][C:16]=1[CH:18]=[O:19], predict the reactants needed to synthesize it. The reactants are: CCN(C(C)C)C(C)C.[OH:10][C:11]1[C:12]([CH3:17])=[N:13][CH:14]=[CH:15][CH:16]=1.[CH3:18][O:19]CCl.CN(CCN(C)C)C.[Li]CCCC.Cl.